From a dataset of Full USPTO retrosynthesis dataset with 1.9M reactions from patents (1976-2016). Predict the reactants needed to synthesize the given product. (1) Given the product [CH3:36][NH:37][CH2:38][C@@H:39]([C@H:41]([C@@H:43]([C@@H:45]([CH2:47][OH:48])[OH:46])[OH:44])[OH:42])[OH:40].[C:1]([C:13]1[CH:35]=[CH:34][C:16]([CH2:17][N:18]([C:29](=[O:33])[C:30]([OH:32])=[O:31])[C:19]2[CH:20]=[CH:21][C:22]([C:25]([F:27])([F:28])[F:26])=[CH:23][CH:24]=2)=[CH:15][CH:14]=1)#[C:2][CH2:3][CH2:4][CH2:5][CH2:6][CH2:7][CH2:8][CH2:9][CH2:10][CH2:11][CH3:12], predict the reactants needed to synthesize it. The reactants are: [C:1]([C:13]1[CH:35]=[CH:34][C:16]([CH2:17][N:18]([C:29](=[O:33])[C:30]([OH:32])=[O:31])[C:19]2[CH:24]=[CH:23][C:22]([C:25]([F:28])([F:27])[F:26])=[CH:21][CH:20]=2)=[CH:15][CH:14]=1)#[C:2][CH2:3][CH2:4][CH2:5][CH2:6][CH2:7][CH2:8][CH2:9][CH2:10][CH2:11][CH3:12].[CH3:36][NH:37][CH2:38][C@@H:39]([C@H:41]([C@@H:43]([C@@H:45]([CH2:47][OH:48])[OH:46])[OH:44])[OH:42])[OH:40]. (2) Given the product [NH2:1][CH2:2][CH2:3][O:4][C:5]1[CH:14]=[C:13]2[C:8]([C:9](=[O:31])[NH:10][C:11]([C:15]3[CH:20]=[C:19]([CH3:21])[C:18]([OH:22])=[C:17]([CH3:30])[CH:16]=3)=[N:12]2)=[C:7]([O:32][CH3:33])[CH:6]=1, predict the reactants needed to synthesize it. The reactants are: [NH2:1][CH2:2][CH2:3][O:4][C:5]1[CH:14]=[C:13]2[C:8]([C:9](=[O:31])[NH:10][C:11]([C:15]3[CH:20]=[C:19]([CH3:21])[C:18]([O:22]CC4C=CC=CC=4)=[C:17]([CH3:30])[CH:16]=3)=[N:12]2)=[C:7]([O:32][CH3:33])[CH:6]=1. (3) Given the product [CH2:21]([C:18]1[CH:19]=[CH:20][C:15]([C:14]#[C:13][C:10]2[CH:11]=[CH:12][C:7]([CH:23]=[O:24])=[CH:8][CH:9]=2)=[CH:16][CH:17]=1)[CH3:22], predict the reactants needed to synthesize it. The reactants are: N#N.[Mg].II.Br[C:7]1[CH:12]=[CH:11][C:10]([C:13]#[C:14][C:15]2[CH:20]=[CH:19][C:18]([CH2:21][CH3:22])=[CH:17][CH:16]=2)=[CH:9][CH:8]=1.[CH:23](N1CCCCC1)=[O:24]. (4) Given the product [CH2:1]([O:8][C:9]1[CH:10]=[CH:11][C:12]([O:15][CH2:18][O:19][CH3:20])=[CH:13][N:14]=1)[C:2]1[CH:3]=[CH:4][CH:5]=[CH:6][CH:7]=1, predict the reactants needed to synthesize it. The reactants are: [CH2:1]([O:8][C:9]1[N:14]=[CH:13][C:12]([OH:15])=[CH:11][CH:10]=1)[C:2]1[CH:7]=[CH:6][CH:5]=[CH:4][CH:3]=1.[H-].[Na+].[CH3:18][O:19][CH2:20]Cl. (5) Given the product [Cl:1][C:2]1[CH:3]=[CH:4][C:5]([CH:8]2[CH2:9][CH2:10][NH:23][C:11](=[O:25])[C:12]3[S:16][C:15]([C:17]4[CH:22]=[CH:21][N:20]=[CH:19][CH:18]=4)=[CH:14][C:13]2=3)=[CH:6][CH:7]=1, predict the reactants needed to synthesize it. The reactants are: [Cl:1][C:2]1[CH:7]=[CH:6][C:5]([CH:8]2[C:13]3[CH:14]=[C:15]([C:17]4[CH:22]=[CH:21][N:20]=[CH:19][CH:18]=4)[S:16][C:12]=3[C:11](=[N:23]O)[CH2:10][CH2:9]2)=[CH:4][CH:3]=1.[OH-:25].[Na+]. (6) Given the product [Cl:32][C:33]1[C:34]([O:19][C:10]2[CH:11]=[CH:12][C:13]([C:15]([F:17])([F:18])[F:16])=[CH:14][C:9]=2[C:8]2[C:4]([N+:1]([O-:3])=[O:2])=[N:5][N:6]([CH:20]3[CH2:25][CH2:24][CH2:23][CH2:22][O:21]3)[CH:7]=2)=[CH:35][C:36]([F:59])=[C:37]([S:39]([N:42]([CH2:48][C:49]2[CH:54]=[CH:53][C:52]([O:55][CH3:56])=[CH:51][C:50]=2[O:57][CH3:58])[C:43]2[S:44][CH:45]=[N:46][N:47]=2)(=[O:40])=[O:41])[CH:38]=1, predict the reactants needed to synthesize it. The reactants are: [N+:1]([C:4]1[C:8]([C:9]2[CH:14]=[C:13]([C:15]([F:18])([F:17])[F:16])[CH:12]=[CH:11][C:10]=2[OH:19])=[CH:7][N:6]([CH:20]2[CH2:25][CH2:24][CH2:23][CH2:22][O:21]2)[N:5]=1)([O-:3])=[O:2].C(=O)([O-])[O-].[K+].[K+].[Cl:32][C:33]1[C:34](F)=[CH:35][C:36]([F:59])=[C:37]([S:39]([N:42]([CH2:48][C:49]2[CH:54]=[CH:53][C:52]([O:55][CH3:56])=[CH:51][C:50]=2[O:57][CH3:58])[C:43]2[S:44][CH:45]=[N:46][N:47]=2)(=[O:41])=[O:40])[CH:38]=1. (7) Given the product [CH2:31]([O:30][C:26](=[O:29])[CH:27]([OH:28])[C:18]1[N:12]2[CH:13]=[C:14]([CH3:17])[CH:15]=[CH:16][C:11]2=[N:10][C:9]=1[C:6]1[CH:5]=[CH:4][C:3]([O:2][CH3:1])=[CH:8][CH:7]=1)[CH3:32], predict the reactants needed to synthesize it. The reactants are: [CH3:1][O:2][C:3]1[CH:8]=[CH:7][C:6]([C:9]2[N:10]=[C:11]3[CH:16]=[CH:15][C:14]([CH3:17])=[CH:13][N:12]3[CH:18]=2)=[CH:5][CH:4]=1.C1(C)C=CC=CC=1.[C:26]([O:30][CH2:31][CH3:32])(=[O:29])[CH:27]=[O:28].O.C1(C)C=CC(S(O)(=O)=O)=CC=1. (8) Given the product [C:1]([O:5][C:6]([NH:8][C@@H:9]([CH2:14][C:15]1[CH:16]=[CH:17][C:18]([OH:21])=[CH:19][CH:20]=1)[C@H:10]([OH:13])[CH2:11][Cl:12])=[O:7])([CH3:4])([CH3:2])[CH3:3], predict the reactants needed to synthesize it. The reactants are: [C:1]([O:5][C:6]([NH:8][C@@H:9]([CH2:14][C:15]1[CH:20]=[CH:19][C:18]([O:21]CC2C=CC=CC=2)=[CH:17][CH:16]=1)[C@H:10]([OH:13])[CH2:11][Cl:12])=[O:7])([CH3:4])([CH3:3])[CH3:2].